From a dataset of Reaction yield outcomes from USPTO patents with 853,638 reactions. Predict the reaction yield, written as a fraction of the theoretical maximum amount of product (1.0 means a 100% yield; for example, 0.34 means a 34% yield). The reactants are [Br:1][C:2]1[C:3]([NH:12][CH:13]=[C:14]2[C:19](=[O:20])OC(C)(C)OC2=O)=[CH:4][C:5]2[O:10][CH2:9][CH2:8][O:7][C:6]=2[CH:11]=1.C1C=CC(C2C=CC=CC=2)=CC=1.C1C=CC(OC2C=CC=CC=2)=CC=1.C(OCC)(=O)C.CCCCCC. The catalyst is CO. The product is [Br:1][C:2]1[CH:11]=[C:6]2[O:7][CH2:8][CH2:9][O:10][C:5]2=[C:4]2[C:3]=1[NH:12][CH:13]=[CH:14][C:19]2=[O:20]. The yield is 0.610.